From a dataset of Full USPTO retrosynthesis dataset with 1.9M reactions from patents (1976-2016). Predict the reactants needed to synthesize the given product. Given the product [F:1][C:2]1[CH:11]=[CH:10][CH:9]=[C:8]2[C:3]=1[CH2:4][CH2:5][CH2:6][CH:7]2[OH:12], predict the reactants needed to synthesize it. The reactants are: [F:1][C:2]1[CH:11]=[CH:10][CH:9]=[C:8]2[C:3]=1[CH2:4][CH2:5][CH2:6][C:7]2=[O:12].[BH4-].[Na+].